Task: Predict which catalyst facilitates the given reaction.. Dataset: Catalyst prediction with 721,799 reactions and 888 catalyst types from USPTO (1) Reactant: [Cl:1][C:2]1[CH:3]=[C:4]([CH:23]=[CH:24][C:25]=1[F:26])[CH2:5][N:6]1[CH2:15][CH2:14][C:13]2[C:12]([C:16]([O:18][CH2:19][CH3:20])=[O:17])=[N:11][CH:10]=[C:9]([OH:21])[C:8]=2[C:7]1=[O:22].OO.[O-:29]S([O-])=O.[Na+].[Na+]. The catalyst class is: 15. Product: [Cl:1][C:2]1[CH:3]=[C:4]([CH:23]=[CH:24][C:25]=1[F:26])[CH2:5][N:6]1[CH2:15][CH2:14][C:13]2[C:8](=[C:9]([OH:21])[CH:10]=[N+:11]([O-:29])[C:12]=2[C:16]([O:18][CH2:19][CH3:20])=[O:17])[C:7]1=[O:22]. (2) Reactant: [C:1]([O:5][C:6]([NH:8][CH2:9][C:10]([N:12]([CH2:14][C:15]1[CH:16]=[C:17]([C:21]2[CH:22]=[N:23][C:24]([N:27]3[CH2:32][CH2:31][N:30]([C:33]4[C:41]([Cl:42])=[CH:40][C:36]([C:37](O)=[O:38])=[CH:35][N:34]=4)[CH2:29][CH2:28]3)=[N:25][CH:26]=2)[CH:18]=[CH:19][CH:20]=1)[CH3:13])=[O:11])=[O:7])([CH3:4])([CH3:3])[CH3:2].C1COCC1.C(Cl)(=O)OCC(C)C.[BH4-].[Na+]. Product: [Cl:42][C:41]1[C:33]([N:30]2[CH2:29][CH2:28][N:27]([C:24]3[N:23]=[CH:22][C:21]([C:17]4[CH:16]=[C:15]([CH:20]=[CH:19][CH:18]=4)[CH2:14][N:12]([CH3:13])[C:10](=[O:11])[CH2:9][NH:8][C:6](=[O:7])[O:5][C:1]([CH3:3])([CH3:4])[CH3:2])=[CH:26][N:25]=3)[CH2:32][CH2:31]2)=[N:34][CH:35]=[C:36]([CH2:37][OH:38])[CH:40]=1. The catalyst class is: 6. (3) Reactant: [NH2:1][C:2]1[CH:3]=[N:4][CH:5]=[CH:6][CH:7]=1.[OH-].[Na+].[Cl:10][CH2:11][C:12](Cl)=[O:13]. Product: [Cl:10][CH2:11][C:12]([NH:1][C:2]1[CH:3]=[N:4][CH:5]=[CH:6][CH:7]=1)=[O:13]. The catalyst class is: 6. (4) Reactant: [Br:1][C:2]1[CH:7]=[C:6]2[NH:8][CH2:9][C:10]3([CH2:15][CH2:14][O:13][CH2:12][CH2:11]3)[C:5]2=[CH:4][CH:3]=1.Cl[C:17]1[C:22]([Cl:23])=[CH:21][N:20]=[C:19]([NH2:24])[N:18]=1.[OH-].[Na+]. Product: [Br:1][C:2]1[CH:7]=[C:6]2[N:8]([C:17]3[C:22]([Cl:23])=[CH:21][N:20]=[C:19]([NH2:24])[N:18]=3)[CH2:9][C:10]3([CH2:15][CH2:14][O:13][CH2:12][CH2:11]3)[C:5]2=[CH:4][CH:3]=1. The catalyst class is: 33. (5) The catalyst class is: 1. Reactant: [F:1][C:2]1[C:11]2[O:10][CH2:9][CH:8]([NH:12][CH2:13][CH2:14][CH3:15])[CH2:7][C:6]=2[C:5]([C:16]([NH2:18])=[O:17])=[CH:4][CH:3]=1.C(=O)([O-])[O-].[K+].[K+].Cl[CH2:26][CH2:27][C:28]([C:30]1[C:34]2[CH:35]=[C:36]([F:39])[CH:37]=[CH:38][C:33]=2[S:32][CH:31]=1)=[O:29]. Product: [F:1][C:2]1[C:11]2[O:10][CH2:9][CH:8]([N:12]([CH2:26][CH2:27][C:28]([C:30]3[C:34]4[CH:35]=[C:36]([F:39])[CH:37]=[CH:38][C:33]=4[S:32][CH:31]=3)=[O:29])[CH2:13][CH2:14][CH3:15])[CH2:7][C:6]=2[C:5]([C:16]([NH2:18])=[O:17])=[CH:4][CH:3]=1. (6) Reactant: CC(C)([O-])C.[K+].[CH2:7]([O:10][C:11]([N:13]([CH2:29][C:30]([O:32]C)=O)[C@@H:14]([CH2:24][O:25][CH2:26][O:27][CH3:28])[CH2:15][CH2:16][C:17]([O:19][C:20]([CH3:23])([CH3:22])[CH3:21])=[O:18])=[O:12])[CH:8]=[CH2:9].Cl.[Cl-].[Na+]. Product: [CH3:28][O:27][CH2:26][O:25][CH2:24][C@H:14]1[CH2:15][CH:16]([C:17]([O:19][C:20]([CH3:23])([CH3:22])[CH3:21])=[O:18])[C:30](=[O:32])[CH2:29][N:13]1[C:11]([O:10][CH2:7][CH:8]=[CH2:9])=[O:12]. The catalyst class is: 1.